Predict the product of the given reaction. From a dataset of Forward reaction prediction with 1.9M reactions from USPTO patents (1976-2016). (1) Given the reactants N[C@H:2](C(O)=O)CC(C)C.[Mg+2].[Cl-].[Cl-].[Cl-].[K+].[CH3:15][C:16]1([CH3:38])S[C@@H]2[C@H](NC([C@H](N)C3C=CC=CC=3)=O)C(=O)[N:18]2[C@H:17]1[C:35]([OH:37])=[O:36].O=C[C@H]([C@@H]([C@@H](CO)O)O)O, predict the reaction product. The product is: [NH2:18][C@H:17]([C:35]([OH:37])=[O:36])[C:16]([CH3:38])([CH3:2])[CH3:15]. (2) Given the reactants [NH2:1][C:2]1[CH:10]=[C:9]([Cl:11])[CH:8]=[CH:7][C:3]=1[C:4]([OH:6])=O.[CH2:12]([NH:19][C:20](=O)[CH3:21])[C:13]1[CH:18]=[CH:17][CH:16]=[CH:15][CH:14]=1, predict the reaction product. The product is: [CH2:12]([N:19]1[C:4](=[O:6])[C:3]2[C:2](=[CH:10][C:9]([Cl:11])=[CH:8][CH:7]=2)[N:1]=[C:20]1[CH3:21])[C:13]1[CH:18]=[CH:17][CH:16]=[CH:15][CH:14]=1. (3) Given the reactants C(OC(=O)[NH:7][C:8]1[CH:13]=[C:12]([N:14]([CH3:16])[CH3:15])[C:11]([CH3:17])=[CH:10][C:9]=1[NH:18][C:19](=[O:35])[CH2:20][C:21]([C:23]1[CH:28]=[CH:27][CH:26]=[C:25]([C:29]2[O:33][N:32]=[C:31]([CH3:34])[CH:30]=2)[CH:24]=1)=O)(C)(C)C.C(O)(C(F)(F)F)=O, predict the reaction product. The product is: [CH3:15][N:14]([CH3:16])[C:12]1[C:11]([CH3:17])=[CH:10][C:9]2[NH:18][C:19](=[O:35])[CH2:20][C:21]([C:23]3[CH:28]=[CH:27][CH:26]=[C:25]([C:29]4[O:33][N:32]=[C:31]([CH3:34])[CH:30]=4)[CH:24]=3)=[N:7][C:8]=2[CH:13]=1. (4) Given the reactants Br[C:2]1[CH:7]=[CH:6][CH:5]=[C:4]([F:8])[C:3]=1[NH:9][C:10]([NH:12][C:13]1[CH:18]=[C:17]([C:19]([F:22])([F:21])[F:20])[CH:16]=[CH:15][C:14]=1[O:23][CH3:24])=[O:11].C(N(CC)CC)C.C1(C)C=CC=CC=1P(C1C=CC=CC=1C)C1C=CC=CC=1C.[C:54]([O:58][CH3:59])(=[O:57])[CH:55]=[CH2:56], predict the reaction product. The product is: [F:8][C:4]1[CH:5]=[CH:6][CH:7]=[C:2]2[C:3]=1[NH:9][C:10](=[O:11])[N:12]([C:13]1[CH:18]=[C:17]([C:19]([F:22])([F:21])[F:20])[CH:16]=[CH:15][C:14]=1[O:23][CH3:24])[CH:56]2[CH2:55][C:54]([O:58][CH3:59])=[O:57]. (5) Given the reactants [F:1][C:2]([F:33])([F:32])[C:3]1[CH:4]=[C:5]([NH:13][CH2:14][C:15]([N:17]2[CH2:23][CH2:22][CH2:21][N:20]3[N:24]=[C:25]([C:27]([O:29]CC)=[O:28])[CH:26]=[C:19]3[CH2:18]2)=[O:16])[CH:6]=[C:7]([C:9]([F:12])([F:11])[F:10])[CH:8]=1.[OH-].[Na+].Cl, predict the reaction product. The product is: [F:32][C:2]([F:1])([F:33])[C:3]1[CH:4]=[C:5]([NH:13][CH2:14][C:15]([N:17]2[CH2:23][CH2:22][CH2:21][N:20]3[N:24]=[C:25]([C:27]([OH:29])=[O:28])[CH:26]=[C:19]3[CH2:18]2)=[O:16])[CH:6]=[C:7]([C:9]([F:11])([F:12])[F:10])[CH:8]=1.